This data is from Forward reaction prediction with 1.9M reactions from USPTO patents (1976-2016). The task is: Predict the product of the given reaction. Given the reactants O1C2=CN=CC=C2C(=O)C1.C(OC([C:16]1[O:25][C:19]2=[CH:20][N:21]=[C:22]([Cl:24])[CH:23]=[C:18]2[C:17]=1[OH:26])=O)C, predict the reaction product. The product is: [Cl:24][C:22]1[CH:23]=[C:18]2[C:17](=[O:26])[CH2:16][O:25][C:19]2=[CH:20][N:21]=1.